This data is from Full USPTO retrosynthesis dataset with 1.9M reactions from patents (1976-2016). The task is: Predict the reactants needed to synthesize the given product. (1) Given the product [C:1]([O:5][C:6]([N:8]1[CH2:13][CH2:12][C:11]2([CH2:14][CH2:15][CH:16]([NH2:19])[CH2:17][CH2:18]2)[CH2:10][CH2:9]1)=[O:7])([CH3:4])([CH3:2])[CH3:3], predict the reactants needed to synthesize it. The reactants are: [C:1]([O:5][C:6]([N:8]1[CH2:13][CH2:12][C:11]2([CH2:18][CH2:17][CH:16]([NH:19]CC3C=CC=CC=3)[CH2:15][CH2:14]2)[CH2:10][CH2:9]1)=[O:7])([CH3:4])([CH3:3])[CH3:2]. (2) Given the product [Cl:14][C:15]1[CH:22]=[C:21]([Cl:23])[CH:20]=[CH:19][C:16]=1[CH2:17][O:4][C@H:3]1[C@H:5]([O:6][CH2:17][C:16]2[CH:19]=[CH:20][C:21]([Cl:23])=[CH:22][C:15]=2[Cl:14])[C@H:7]([CH2:9][O:10][CH2:17][C:16]2[CH:19]=[CH:20][C:21]([Cl:23])=[CH:22][C:15]=2[Cl:14])[O:8][CH:2]1[O:1][CH3:11], predict the reactants needed to synthesize it. The reactants are: [O:1]([CH3:11])[CH:2]1[O:8][C@@H:7]([CH2:9][OH:10])[C@@H:5]([OH:6])[C@@H:3]1[OH:4].[H-].[Na+].[Cl:14][C:15]1[CH:22]=[C:21]([Cl:23])[CH:20]=[CH:19][C:16]=1[CH2:17]Cl.